Dataset: Forward reaction prediction with 1.9M reactions from USPTO patents (1976-2016). Task: Predict the product of the given reaction. Given the reactants [Br:1][C:2]1[CH:30]=[CH:29][C:28]([F:31])=[CH:27][C:3]=1[O:4][CH:5]1[CH2:10][CH2:9][N:8]([C:11]2[S:12][C:13]3[C:18](=O)[NH:17][C:16]([CH2:20][CH2:21][C:22]([O:24][CH3:25])=[O:23])=[N:15][C:14]=3[N:26]=2)[CH2:7][CH2:6]1.CN(C=O)C.C(Cl)(=O)C([Cl:40])=O, predict the reaction product. The product is: [Br:1][C:2]1[CH:30]=[CH:29][C:28]([F:31])=[CH:27][C:3]=1[O:4][CH:5]1[CH2:10][CH2:9][N:8]([C:11]2[S:12][C:13]3[C:18]([Cl:40])=[N:17][C:16]([CH2:20][CH2:21][C:22]([O:24][CH3:25])=[O:23])=[N:15][C:14]=3[N:26]=2)[CH2:7][CH2:6]1.